Dataset: Full USPTO retrosynthesis dataset with 1.9M reactions from patents (1976-2016). Task: Predict the reactants needed to synthesize the given product. (1) Given the product [F:24][C:6]([F:5])([C:20]([F:21])([F:23])[F:22])[CH2:7][CH2:8][C:9]1[N:10]=[C:11]([C:18](=[NH:1])[NH2:19])[N:12]2[CH:17]=[CH:16][CH:15]=[N:14][C:13]=12, predict the reactants needed to synthesize it. The reactants are: [NH2:1][Al]CCl.[F:5][C:6]([F:24])([C:20]([F:23])([F:22])[F:21])[CH2:7][CH2:8][C:9]1[N:10]=[C:11]([C:18]#[N:19])[N:12]2[CH:17]=[CH:16][CH:15]=[N:14][C:13]=12.CO. (2) Given the product [C:24]([O:23][C:21]([N:18]1[CH2:17][CH2:16][CH:15]([C:13]([NH:12][C:8]2[CH:7]=[C:6]([O:5][C:4]3[CH:28]=[CH:29][C:30]([NH:31][C:32]([NH:41][C:42]4[CH:47]=[CH:46][CH:45]=[CH:44][CH:43]=4)=[O:34])=[C:2]([Cl:1])[CH:3]=3)[CH:11]=[CH:10][N:9]=2)=[O:14])[CH2:20][CH2:19]1)=[O:22])([CH3:25])([CH3:27])[CH3:26], predict the reactants needed to synthesize it. The reactants are: [Cl:1][C:2]1[CH:3]=[C:4]([CH:28]=[CH:29][C:30]=1[NH:31][C:32]([O:34]C1C=CC=CC=1)=O)[O:5][C:6]1[CH:11]=[CH:10][N:9]=[C:8]([NH:12][C:13]([CH:15]2[CH2:20][CH2:19][N:18]([C:21]([O:23][C:24]([CH3:27])([CH3:26])[CH3:25])=[O:22])[CH2:17][CH2:16]2)=[O:14])[CH:7]=1.[NH2:41][C:42]1[CH:47]=[CH:46][CH:45]=[CH:44][CH:43]=1.CN(C)C=O.